Dataset: Forward reaction prediction with 1.9M reactions from USPTO patents (1976-2016). Task: Predict the product of the given reaction. The product is: [F:24][C:20]1[C:16]2[NH:27][C:30](=[O:33])[N:14]([CH:11]3[CH2:10][CH2:9][N:8]([C:6]([O:5][C:1]([CH3:3])([CH3:2])[CH3:4])=[O:7])[CH2:13][CH2:12]3)[C:15]=2[CH:23]=[CH:22][CH:21]=1. Given the reactants [C:1]([O:5][C:6]([N:8]1[CH2:13][CH2:12][CH:11]([NH:14][C:15]2[CH:23]=[CH:22][CH:21]=[C:20]([F:24])[C:16]=2C(O)=O)[CH2:10][CH2:9]1)=[O:7])([CH3:4])([CH3:3])[CH3:2].C([N:27]([CH2:30]C)CC)C.P(N=[N+]=[N-])(OC1C=CC=CC=1)(OC1C=CC=CC=1)=[O:33], predict the reaction product.